Dataset: Full USPTO retrosynthesis dataset with 1.9M reactions from patents (1976-2016). Task: Predict the reactants needed to synthesize the given product. (1) Given the product [Br:21][C:18]1[CH:19]=[CH:20][N:15]2[N:14]=[C:24]([C:25]([O:27][CH2:28][CH3:29])=[O:26])[N:22]=[C:16]2[CH:17]=1, predict the reactants needed to synthesize it. The reactants are: CC1C=C(C)C=C(C)C=1S([O-])(=O)=O.[NH2:14][N+:15]1[CH:20]=[CH:19][C:18]([Br:21])=[CH:17][C:16]=1[NH2:22].Cl[C:24](=O)[C:25]([O:27][CH2:28][CH3:29])=[O:26]. (2) Given the product [F:11][CH2:10][CH2:9][O:8][C:3]1[CH:4]=[CH:5][CH:6]=[CH:7][C:2]=1[NH2:77], predict the reactants needed to synthesize it. The reactants are: Br[C:2]1[CH:7]=[CH:6][CH:5]=[CH:4][C:3]=1[O:8][CH2:9][CH2:10][F:11].CC([O-])(C)C.[Na+].C1C=CC(P(C2C(C3C(P(C4C=CC=CC=4)C4C=CC=CC=4)=CC=C4C=3C=CC=C4)=C3C(C=CC=C3)=CC=2)C2C=CC=CC=2)=CC=1.C(=[NH:77])(C1C=CC=CC=1)C1C=CC=CC=1. (3) The reactants are: BrC1C=CC(C(C2(O)CCCCC2)CN2CCN(C)CC2)=CC=1.FC1C=CC(B(O)O)=CC=1.[F:34][C:35]1[CH:40]=[CH:39][C:38]([C:41]2[CH:46]=[CH:45][C:44]([CH:47]([C:56]3([OH:62])[CH2:61][CH2:60][CH2:59][CH2:58][CH2:57]3)[CH2:48][N:49]3[CH2:54][CH2:53][N:52]([CH3:55])[CH2:51][CH2:50]3)=[CH:43][CH:42]=2)=[CH:37][CH:36]=1.[ClH:63]. Given the product [ClH:63].[ClH:63].[F:34][C:35]1[CH:40]=[CH:39][C:38]([C:41]2[CH:42]=[CH:43][C:44]([CH:47]([C:56]3([OH:62])[CH2:61][CH2:60][CH2:59][CH2:58][CH2:57]3)[CH2:48][N:49]3[CH2:50][CH2:51][N:52]([CH3:55])[CH2:53][CH2:54]3)=[CH:45][CH:46]=2)=[CH:37][CH:36]=1, predict the reactants needed to synthesize it. (4) The reactants are: [CH3:1][O:2][C:3]1[CH:12]=[CH:11][C:6]2[C:7](=[O:10])[CH2:8][O:9][C:5]=2[C:4]=1/[CH:13]=[CH:14]/[CH:15]1[CH2:20][CH2:19][N:18]([C:21]([O:23][C:24]([CH3:27])([CH3:26])[CH3:25])=[O:22])[CH2:17][CH2:16]1.[NH:28]1[C:36]2[C:31](=[CH:32][CH:33]=[CH:34][CH:35]=2)[C:30]([CH:37]=O)=[N:29]1. Given the product [NH:28]1[C:36]2[C:31](=[CH:32][CH:33]=[CH:34][CH:35]=2)[C:30](/[CH:37]=[C:8]2\[O:9][C:5]3[C:4](/[CH:13]=[CH:14]/[CH:15]4[CH2:20][CH2:19][N:18]([C:21]([O:23][C:24]([CH3:27])([CH3:26])[CH3:25])=[O:22])[CH2:17][CH2:16]4)=[C:3]([O:2][CH3:1])[CH:12]=[CH:11][C:6]=3[C:7]\2=[O:10])=[N:29]1, predict the reactants needed to synthesize it. (5) Given the product [CH3:13][C:14]1[CH:19]=[C:18]([CH3:20])[CH:17]=[C:16]([CH3:21])[C:15]=1[N:22]=[C:10]([C:8]1[N:9]=[C:4]([C:1](=[O:3])[CH3:2])[CH:5]=[CH:6][CH:7]=1)[CH3:11], predict the reactants needed to synthesize it. The reactants are: [C:1]([C:4]1[N:9]=[C:8]([C:10](=O)[CH3:11])[CH:7]=[CH:6][CH:5]=1)(=[O:3])[CH3:2].[CH3:13][C:14]1[CH:19]=[C:18]([CH3:20])[CH:17]=[C:16]([CH3:21])[C:15]=1[NH2:22].C1(C)C=CC(S(O)(=O)=O)=CC=1. (6) Given the product [Cl:29][C:23]1[CH:24]=[C:25]([Cl:28])[CH:26]=[CH:27][C:22]=1[CH:20]([CH3:21])[C:15]([C:13]1[CH:12]=[CH:11][NH:10][C:9](=[O:8])[CH:14]=1)([OH:30])[C:16]([F:19])([F:18])[F:17], predict the reactants needed to synthesize it. The reactants are: C([O:8][C:9]1[CH:14]=[C:13]([C:15]([OH:30])([CH:20]([C:22]2[CH:27]=[CH:26][C:25]([Cl:28])=[CH:24][C:23]=2[Cl:29])[CH3:21])[C:16]([F:19])([F:18])[F:17])[CH:12]=[CH:11][N:10]=1)C1C=CC=CC=1. (7) Given the product [F:24][C:25]([F:36])([F:35])[C:37]([OH:38])=[O:40].[C:1]([C:5]1[CH:23]=[CH:22][C:8]([C:9]([NH:11][C:12]2[N:13]=[C:14]3[CH:19]=[CH:18][C:17]([C:30]4[CH:29]=[CH:28][CH:27]=[C:26]([C:25]([F:36])([F:35])[F:24])[CH:31]=4)=[N:16][N:15]3[CH:21]=2)=[O:10])=[CH:7][CH:6]=1)([CH3:4])([CH3:3])[CH3:2], predict the reactants needed to synthesize it. The reactants are: [C:1]([C:5]1[CH:23]=[CH:22][C:8]([C:9]([NH:11][C:12]2[N:13]=[C:14]3[CH:19]=[CH:18][C:17](Cl)=[N:16][N:15]3[CH:21]=2)=[O:10])=[CH:7][CH:6]=1)([CH3:4])([CH3:3])[CH3:2].[F:24][C:25]([F:36])([F:35])[C:26]1[CH:27]=[C:28](B(O)O)[CH:29]=[CH:30][CH:31]=1.[C:37](=[O:40])([O-])[O-:38].[K+].[K+].COCCOC.